From a dataset of Forward reaction prediction with 1.9M reactions from USPTO patents (1976-2016). Predict the product of the given reaction. Given the reactants C[O:2][C:3]([C:5]1[C:6]([CH3:25])=[C:7]([C:15]2[CH:20]=[CH:19][CH:18]=[C:17]([C:21]([F:24])([F:23])[F:22])[CH:16]=2)[C:8]2[N:9]([N:11]=[C:12]([NH2:14])[N:13]=2)[CH:10]=1)=[O:4].[OH-].[Li+], predict the reaction product. The product is: [NH2:14][C:12]1[N:13]=[C:8]2[C:7]([C:15]3[CH:20]=[CH:19][CH:18]=[C:17]([C:21]([F:22])([F:23])[F:24])[CH:16]=3)=[C:6]([CH3:25])[C:5]([C:3]([OH:4])=[O:2])=[CH:10][N:9]2[N:11]=1.